Predict the product of the given reaction. From a dataset of Forward reaction prediction with 1.9M reactions from USPTO patents (1976-2016). (1) Given the reactants [Si:1]([O:8][CH:9]1[CH2:12][N:11]([C:13]([C:15]2[S:23][C:22]3[C:17](=[N:18][CH:19]=[CH:20][C:21]=3Cl)[CH:16]=2)=[O:14])[CH2:10]1)([C:4]([CH3:7])([CH3:6])[CH3:5])([CH3:3])[CH3:2].[F:25][C:26]1[CH:31]=[C:30]([N+:32]([O-:34])=[O:33])[CH:29]=[CH:28][C:27]=1[OH:35].C([O-])([O-])=O.[K+].[K+].O(C1C=CC=CC=1)C1C=CC=CC=1, predict the reaction product. The product is: [Si:1]([O:8][CH:9]1[CH2:12][N:11]([C:13]([C:15]2[S:23][C:22]3[C:17](=[N:18][CH:19]=[CH:20][C:21]=3[O:35][C:27]3[CH:28]=[CH:29][C:30]([N+:32]([O-:34])=[O:33])=[CH:31][C:26]=3[F:25])[CH:16]=2)=[O:14])[CH2:10]1)([C:4]([CH3:7])([CH3:6])[CH3:5])([CH3:3])[CH3:2]. (2) Given the reactants [F:1][C:2]1[CH:9]=[C:8](F)[C:7]([N+:11]([O-:13])=[O:12])=[CH:6][C:3]=1[C:4]#[N:5].[NH3:14], predict the reaction product. The product is: [NH2:14][C:8]1[C:7]([N+:11]([O-:13])=[O:12])=[CH:6][C:3]([C:4]#[N:5])=[C:2]([F:1])[CH:9]=1. (3) Given the reactants [CH2:1]([O:3][C:4](=[O:41])/[CH:5]=[CH:6]/[C:7]1[CH:12]=[CH:11][C:10]([C:13]([CH2:38][CH3:39])([C:16]2[CH:21]=[CH:20][C:19](/[CH:22]=[CH:23]/[C:24]([O:33][CH2:34][O:35][CH3:36])([C:29]([F:32])([F:31])[F:30])[C:25]([F:28])([F:27])[F:26])=[C:18]([CH3:37])[CH:17]=2)[CH2:14][CH3:15])=[CH:9][C:8]=1[CH3:40])[CH3:2].[BH4-].[Na+].[NH4+].[Cl-], predict the reaction product. The product is: [CH2:1]([O:3][C:4](=[O:41])[CH2:5][CH2:6][C:7]1[CH:12]=[CH:11][C:10]([C:13]([CH2:38][CH3:39])([C:16]2[CH:21]=[CH:20][C:19](/[CH:22]=[CH:23]/[C:24]([O:33][CH2:34][O:35][CH3:36])([C:29]([F:30])([F:32])[F:31])[C:25]([F:28])([F:26])[F:27])=[C:18]([CH3:37])[CH:17]=2)[CH2:14][CH3:15])=[CH:9][C:8]=1[CH3:40])[CH3:2]. (4) Given the reactants Cl.[CH3:2][NH:3][CH:4]1[CH2:9][CH2:8][O:7][CH2:6][CH2:5]1.[Br:10][C:11]1[CH:16]=[CH:15][C:14]([CH:17]([OH:21])[C:18]([OH:20])=O)=[C:13]([F:22])[CH:12]=1.F[P-](F)(F)(F)(F)F.N1(O[P+](N(C)C)(N(C)C)N(C)C)C2C=CC=CC=2N=N1.C(N(CC)C(C)C)(C)C, predict the reaction product. The product is: [Br:10][C:11]1[CH:16]=[CH:15][C:14]([CH:17]([OH:21])[C:18]([N:3]([CH3:2])[CH:4]2[CH2:9][CH2:8][O:7][CH2:6][CH2:5]2)=[O:20])=[C:13]([F:22])[CH:12]=1. (5) Given the reactants [CH:1]([NH:4][S:5]([C:8]1[CH:9]=[C:10]2[C:14](=[CH:15][CH:16]=1)[NH:13][C:12](=[O:17])[CH2:11]2)(=[O:7])=[O:6])([CH3:3])[CH3:2].[CH:18]([C:20]1[CH:29]=[CH:28][CH:27]=[CH:26][C:21]=1[C:22]([O:24][CH3:25])=[O:23])=O.CCCCCC.C(OCC)(=O)C, predict the reaction product. The product is: [CH3:25][O:24][C:22](=[O:23])[C:21]1[CH:26]=[CH:27][CH:28]=[CH:29][C:20]=1[CH:18]=[C:11]1[C:10]2[C:14](=[CH:15][CH:16]=[C:8]([S:5](=[O:7])(=[O:6])[NH:4][CH:1]([CH3:3])[CH3:2])[CH:9]=2)[NH:13][C:12]1=[O:17]. (6) Given the reactants C1OCOC1CO.C(N(CC)CC)C.C12CC(C=C1)CC2C(Cl)=O.[CH:25]12[CH2:31][CH:28]([CH:29]=[CH:30]1)[CH2:27][CH:26]2[C:32]([O:34][CH2:35][CH:36]1[CH2:40][O:39][CH2:38][O:37]1)=[O:33], predict the reaction product. The product is: [CH:25]12[CH2:31][CH:28]([CH2:29][CH2:30]1)[CH:27]=[C:26]2[C:32]([O:34][CH:35]1[CH2:36][O:37][CH2:38][O:39][CH2:40]1)=[O:33].